Predict which catalyst facilitates the given reaction. From a dataset of Catalyst prediction with 721,799 reactions and 888 catalyst types from USPTO. (1) Product: [ClH:28].[O:1]1[CH2:6][CH2:5][CH:4](/[CH:7]=[CH:8]/[C:9]2[NH:13][C:12]3[CH:14]=[CH:15][C:16]([C:18]4[CH:23]=[CH:22][CH:21]=[CH:20][C:19]=4[C:24]([F:25])([F:26])[F:27])=[CH:17][C:11]=3[N:10]=2)[CH2:3][CH2:2]1. The catalyst class is: 14. Reactant: [O:1]1[CH2:6][CH2:5][CH:4](/[CH:7]=[CH:8]/[C:9]2[NH:13][C:12]3[CH:14]=[CH:15][C:16]([C:18]4[CH:23]=[CH:22][CH:21]=[CH:20][C:19]=4[C:24]([F:27])([F:26])[F:25])=[CH:17][C:11]=3[N:10]=2)[CH2:3][CH2:2]1.[ClH:28].CC(O)C. (2) Reactant: [NH3:1].C([O:5][C@H:6]1[C@H:10]([O:11]C(=O)C)[C@H:9]([C:15]2[C:19]3[N:20]=[CH:21][N:22]=[C:23](Cl)[C:18]=3[NH:17][CH:16]=2)[N:8]([C:25]([O:27][C:28]([CH3:31])([CH3:30])[CH3:29])=[O:26])[C@@H:7]1[CH2:32][O:33]C(=O)C)(=O)C. Product: [NH2:1][C:23]1[C:18]2[NH:17][CH:16]=[C:15]([C@H:9]3[C@@H:10]([OH:11])[C@H:6]([OH:5])[C@@H:7]([CH2:32][OH:33])[N:8]3[C:25]([O:27][C:28]([CH3:29])([CH3:30])[CH3:31])=[O:26])[C:19]=2[N:20]=[CH:21][N:22]=1. The catalyst class is: 8. (3) Reactant: [F:1][C:2]1[C:10]([N+:11]([O-:13])=[O:12])=[CH:9][CH:8]=[CH:7][C:3]=1[C:4](O)=[O:5].S(Cl)([Cl:16])=O. Product: [F:1][C:2]1[C:10]([N+:11]([O-:13])=[O:12])=[CH:9][CH:8]=[CH:7][C:3]=1[C:4]([Cl:16])=[O:5]. The catalyst class is: 9. (4) Reactant: [CH2:1]([O:3]C([Sn](CCCC)(CCCC)CCCC)=C)[CH3:2].Br[C:20]1[CH:45]=[CH:44][C:23]2[O:24][C:25]3[CH:43]=[CH:42][CH:41]=[CH:40][C:26]=3[C@@H:27]3[C@H:32]([NH:33][C:34](=[O:39])[C:35]([F:38])([F:37])[F:36])[CH2:31][CH2:30][CH2:29][N:28]3[C:22]=2[CH:21]=1.Cl. Product: [C:1]([C:20]1[CH:45]=[CH:44][C:23]2[O:24][C:25]3[CH:43]=[CH:42][CH:41]=[CH:40][C:26]=3[C@@H:27]3[C@H:32]([NH:33][C:34](=[O:39])[C:35]([F:36])([F:38])[F:37])[CH2:31][CH2:30][CH2:29][N:28]3[C:22]=2[CH:21]=1)(=[O:3])[CH3:2]. The catalyst class is: 747. (5) Reactant: [Cl:1][C:2]1[N:10]=[C:9]2[C:5]([N:6]=[C:7]([CH2:12][CH:13]=O)[N:8]2[CH3:11])=[C:4]([N:15]2[CH2:20][CH2:19][O:18][CH2:17][CH2:16]2)[N:3]=1.[CH3:21][NH:22][C:23]1([CH3:30])[CH2:27][CH2:26][S:25](=[O:29])(=[O:28])[CH2:24]1.C(O[BH-](OC(=O)C)OC(=O)C)(=O)C.[Na+]. Product: [Cl:1][C:2]1[N:10]=[C:9]2[C:5]([N:6]=[C:7]([CH2:12][CH2:13][N:22]([CH3:21])[C:23]3([CH3:30])[CH2:27][CH2:26][S:25](=[O:29])(=[O:28])[CH2:24]3)[N:8]2[CH3:11])=[C:4]([N:15]2[CH2:20][CH2:19][O:18][CH2:17][CH2:16]2)[N:3]=1. The catalyst class is: 26. (6) Reactant: [Li+].[BH4-].C([O:5][C:6]([C:8]1[C:9]2[C:17]([NH2:18])=[C:16]([C:19](=[O:21])[NH2:20])[S:15][C:10]=2[N:11]=[C:12]([CH3:14])[CH:13]=1)=O)C.C1COCC1. Product: [NH2:18][C:17]1[C:9]2[C:10](=[N:11][C:12]([CH3:14])=[CH:13][C:8]=2[CH2:6][OH:5])[S:15][C:16]=1[C:19]([NH2:20])=[O:21]. The catalyst class is: 5.